Dataset: Catalyst prediction with 721,799 reactions and 888 catalyst types from USPTO. Task: Predict which catalyst facilitates the given reaction. (1) Reactant: [CH:1]1([OH:6])[CH2:5][CH:4]=[CH:3][CH2:2]1.O[N:8]1[C:16](=[O:17])[C:15]2[C:10](=[CH:11][CH:12]=[CH:13][CH:14]=2)[C:9]1=[O:18].C1(P(C2C=CC=CC=2)C2C=CC=CC=2)C=CC=CC=1.CC(OC(/N=N/C(OC(C)C)=O)=O)C.N#N. Product: [CH:1]1([O:6][N:8]2[C:16](=[O:17])[C:15]3[C:10](=[CH:11][CH:12]=[CH:13][CH:14]=3)[C:9]2=[O:18])[CH2:5][CH:4]=[CH:3][CH2:2]1. The catalyst class is: 6. (2) Reactant: [CH3:1][C:2]1[N:7]=[C:6]([C:8]#[C:9][C:10]2[CH:15]=[CH:14][N:13]=[C:12](Cl)[CH:11]=2)[CH:5]=[CH:4][CH:3]=1.[CH3:17][S:18]([C:21]1[CH:26]=[CH:25][C:24](B(O)O)=[CH:23][CH:22]=1)(=[O:20])=[O:19].C(=O)([O-])[O-].[Na+].[Na+].O. Product: [CH3:17][S:18]([C:21]1[CH:26]=[CH:25][C:24]([C:12]2[CH:11]=[C:10]([C:9]#[C:8][C:6]3[CH:5]=[CH:4][CH:3]=[C:2]([CH3:1])[N:7]=3)[CH:15]=[CH:14][N:13]=2)=[CH:23][CH:22]=1)(=[O:20])=[O:19]. The catalyst class is: 780. (3) Reactant: [NH2:1][C:2]1[S:3][C:4]([CH3:12])=[CH:5][C:6]=1[C:7]([O:9]CC)=O.[C:13]([C:15]1[CH:16]=[N:17][CH:18]=[CH:19][CH:20]=1)#[N:14].Cl. Product: [O:9]=[C:7]1[NH:14][C:13]([C:15]2[CH:16]=[N:17][CH:18]=[CH:19][CH:20]=2)=[N:1][C:2]2[S:3][C:4]([CH3:12])=[CH:5][C:6]1=2. The catalyst class is: 12. (4) Reactant: Cl.[F:2][C:3]1[CH:4]=[CH:5][C:6]([O:11][C:12]2[CH:13]=[C:14]3[C:18](=[CH:19][CH:20]=2)[N:17]([CH3:21])[N:16]=[CH:15]3)=[C:7]([CH:10]=1)[CH2:8][NH2:9].C(N(C(C)C)CC)(C)C.[C:31]([O:35][C:36](O[C:36]([O:35][C:31]([CH3:34])([CH3:33])[CH3:32])=[O:37])=[O:37])([CH3:34])([CH3:33])[CH3:32]. Product: [C:31]([O:35][C:36](=[O:37])[NH:9][CH2:8][C:7]1[CH:10]=[C:3]([F:2])[CH:4]=[CH:5][C:6]=1[O:11][C:12]1[CH:13]=[C:14]2[C:18](=[CH:19][CH:20]=1)[N:17]([CH3:21])[N:16]=[CH:15]2)([CH3:34])([CH3:33])[CH3:32]. The catalyst class is: 124. (5) Reactant: [OH:1][C:2]1[C:7]([OH:8])=[CH:6][N:5]=[C:4]([C:9]([O:11][CH3:12])=[O:10])[CH:3]=1.C([O-])([O-])=O.[K+].[K+].Br[CH2:20][CH2:21]Br. Product: [O:1]1[C:2]2[CH:3]=[C:4]([C:9]([O:11][CH3:12])=[O:10])[N:5]=[CH:6][C:7]=2[O:8][CH2:21][CH2:20]1. The catalyst class is: 3.